Dataset: Catalyst prediction with 721,799 reactions and 888 catalyst types from USPTO. Task: Predict which catalyst facilitates the given reaction. Reactant: [C:1]([O:5][C:6]([N:8]1[CH2:13][CH2:12][CH2:11][CH:10]([O:14][C:15]2[CH:20]=[C:19]([NH2:21])[CH:18]=[C:17]([F:22])[CH:16]=2)[CH2:9]1)=[O:7])([CH3:4])([CH3:3])[CH3:2].C(OC(N1CCC[C@H](O[C:37]2[CH:42]=[C:41]([N+:43]([O-])=O)[CH:40]=[C:39](F)[CH:38]=2)C1)=O)(C)(C)C. Product: [C:1]([O:5][C:6]([N:8]1[CH2:13][CH2:12][CH2:11][C@H:10]([O:14][C:15]2[CH:20]=[C:19]([NH2:21])[CH:18]=[C:17]([F:22])[CH:16]=2)[CH2:9]1)=[O:7])([CH3:4])([CH3:2])[CH3:3].[NH2:43][C:41]1[CH:42]=[CH:37][CH:38]=[CH:39][CH:40]=1. The catalyst class is: 563.